From a dataset of Reaction yield outcomes from USPTO patents with 853,638 reactions. Predict the reaction yield, written as a fraction of the theoretical maximum amount of product (1.0 means a 100% yield; for example, 0.34 means a 34% yield). (1) The reactants are [NH:1]1[C:11]2[C:6](=[CH:7][CH:8]=[CH:9][CH:10]=2)[C:4](=O)[C:2]1=[O:3].[C:12]1([C:22]([NH:24][NH2:25])=[O:23])[C:21]2[C:16](=[CH:17][CH:18]=[CH:19][CH:20]=2)[CH:15]=[CH:14][CH:13]=1. No catalyst specified. The product is [CH2:2]([N:1]1[C:11]2[C:6](=[CH:7][CH:8]=[CH:9][CH:10]=2)/[C:4](=[N:25]/[NH:24][C:22]([C:12]2[C:21]3[C:16](=[CH:17][CH:18]=[CH:19][CH:20]=3)[CH:15]=[CH:14][CH:13]=2)=[O:23])/[C:2]1=[O:3])[CH2:4][CH2:6][CH2:7][CH2:8][CH3:9]. The yield is 0.580. (2) The reactants are Cl[C:2]1[C:3]2[CH:11]=[C:10]([C:12]3[CH:17]=[CH:16][C:15]([F:18])=[CH:14][CH:13]=3)[S:9][C:4]=2[N:5]=[C:6]([CH3:8])[N:7]=1.[Cl:19][C:20]1[CH:21]=[C:22]([CH:24]=[CH:25][C:26]=1[F:27])[NH2:23]. The catalyst is ClCCCl.CC(O)(C)C. The product is [Cl:19][C:20]1[CH:21]=[C:22]([NH:23][C:2]2[C:3]3[CH:11]=[C:10]([C:12]4[CH:17]=[CH:16][C:15]([F:18])=[CH:14][CH:13]=4)[S:9][C:4]=3[N:5]=[C:6]([CH3:8])[N:7]=2)[CH:24]=[CH:25][C:26]=1[F:27]. The yield is 0.530. (3) The reactants are I[C:2]1[CH:11]=[C:10]2[C:5]([CH:6]=[C:7]([C:16]([O:18][CH2:19][CH3:20])=[O:17])[CH:8]([C:12]([F:15])([F:14])[F:13])[O:9]2)=[CH:4][CH:3]=1.[N:21]1[CH:26]=[CH:25][CH:24]=[C:23](B(O)O)[CH:22]=1.[C:30]([O-])([O-])=[O:31].[K+].[K+].[C]=O. The catalyst is O1CCOCC1.Cl[Pd](Cl)([P](C1C=CC=CC=1)(C1C=CC=CC=1)C1C=CC=CC=1)[P](C1C=CC=CC=1)(C1C=CC=CC=1)C1C=CC=CC=1. The product is [N:21]1[CH:26]=[CH:25][CH:24]=[C:23]([C:30]([C:2]2[CH:11]=[C:10]3[C:5]([CH:6]=[C:7]([C:16]([O:18][CH2:19][CH3:20])=[O:17])[CH:8]([C:12]([F:15])([F:14])[F:13])[O:9]3)=[CH:4][CH:3]=2)=[O:31])[CH:22]=1. The yield is 0.0400. (4) The reactants are [CH3:1][O:2][C:3]1[CH:4]=[C:5]([NH:15][C:16]([NH2:18])=[S:17])[CH:6]=[CH:7][C:8]=1[N:9]1[CH:13]=[C:12]([CH3:14])[N:11]=[CH:10]1.Br[CH:20]1[CH2:25][CH2:24][CH2:23][CH:22]([C:26]([O:28][CH2:29][CH3:30])=[O:27])[C:21]1=O. The catalyst is C(O)C. The product is [CH2:29]([O:28][C:26]([CH:22]1[C:21]2[N:18]=[C:16]([NH:15][C:5]3[CH:6]=[CH:7][C:8]([N:9]4[CH:13]=[C:12]([CH3:14])[N:11]=[CH:10]4)=[C:3]([O:2][CH3:1])[CH:4]=3)[S:17][C:20]=2[CH2:25][CH2:24][CH2:23]1)=[O:27])[CH3:30]. The yield is 0.870. (5) The reactants are [H-].[Na+].[OH:3][N:4]=[C:5]([CH:11]([CH3:13])[CH3:12])[C:6]([O:8][CH2:9][CH3:10])=[O:7].Cl[CH2:15][C:16]1[CH:35]=[CH:34][C:19]([O:20][CH2:21][C:22]2[N:23]=[C:24]([C:28]3[CH:33]=[CH:32][CH:31]=[CH:30][CH:29]=3)[O:25][C:26]=2[CH3:27])=[CH:18][CH:17]=1.Cl.C(=O)(O)[O-].[Na+]. The catalyst is CN(C)C=O. The product is [CH3:13][CH:11]([CH3:12])/[C:5](=[N:4]/[O:3][CH2:15][C:16]1[CH:17]=[CH:18][C:19]([O:20][CH2:21][C:22]2[N:23]=[C:24]([C:28]3[CH:33]=[CH:32][CH:31]=[CH:30][CH:29]=3)[O:25][C:26]=2[CH3:27])=[CH:34][CH:35]=1)/[C:6]([O:8][CH2:9][CH3:10])=[O:7]. The yield is 0.230.